Task: Predict the product of the given reaction.. Dataset: Forward reaction prediction with 1.9M reactions from USPTO patents (1976-2016) (1) Given the reactants C(Br)C1C=CC=CC=1.[F:9][C:10]([F:20])([F:19])[C:11]1[CH:18]=[CH:17][C:14]([CH2:15]Br)=[CH:13][CH:12]=1.[C:21]([C:24]1[S:28][C:27]([N:29]2[CH2:33][CH2:32][NH:31][C:30]2=[O:34])=[N:26][C:25]=1[CH3:35])(=[O:23])[CH3:22], predict the reaction product. The product is: [C:21]([C:24]1[S:28][C:27]([N:29]2[CH2:33][CH2:32][N:31]([CH2:15][C:14]3[CH:17]=[CH:18][C:11]([C:10]([F:20])([F:19])[F:9])=[CH:12][CH:13]=3)[C:30]2=[O:34])=[N:26][C:25]=1[CH3:35])(=[O:23])[CH3:22]. (2) Given the reactants [NH:1]1[C:9]2[C:4](=[CH:5][CH:6]=[CH:7][CH:8]=2)[C:3]([CH2:10][C@H:11]([NH:26][C:27](=[O:33])[O:28][C:29]([CH3:32])([CH3:31])[CH3:30])[CH2:12][O:13][C:14]2[CH:15]=[N:16][CH:17]=[C:18]([C:20]#[C:21][Si](C)(C)C)[CH:19]=2)=[CH:2]1.[F-].C([N+](CCCC)(CCCC)CCCC)CCC.C(OCC)(=O)C, predict the reaction product. The product is: [C:20]([C:18]1[CH:19]=[C:14]([O:13][CH2:12][C@@H:11]([NH:26][C:27](=[O:33])[O:28][C:29]([CH3:31])([CH3:30])[CH3:32])[CH2:10][C:3]2[C:4]3[C:9](=[CH:8][CH:7]=[CH:6][CH:5]=3)[NH:1][CH:2]=2)[CH:15]=[N:16][CH:17]=1)#[CH:21]. (3) Given the reactants [Br:1][C:2]1[CH:3]=[CH:4][C:5]([CH2:16][N:17]([CH2:19]CS)C)=[C:6]([CH:8](C2C=CC=CC=2)O)[CH:7]=1.CC1C=[CH:25][C:26]([S:29](O)(=O)=O)=CC=1.[C:33]1([CH3:39])[CH:38]=[CH:37][CH:36]=[CH:35][CH:34]=1, predict the reaction product. The product is: [Br:1][C:2]1[CH:3]=[CH:4][C:5]([CH2:16][NH:17][CH3:19])=[C:6]([CH2:8][S:29][CH2:26][CH2:25][CH2:39][C:33]2[CH:38]=[CH:37][CH:36]=[CH:35][CH:34]=2)[CH:7]=1. (4) The product is: [CH2:9]([O:7][C:6]([C:2]1[NH:1][CH:5]=[CH:4][CH:3]=1)=[O:8])[C:10]1[CH:15]=[CH:14][CH:13]=[CH:12][CH:11]=1. Given the reactants [NH:1]1[CH:5]=[CH:4][CH:3]=[C:2]1[C:6]([OH:8])=[O:7].[CH2:9](O)[C:10]1[CH:15]=[CH:14][CH:13]=[CH:12][CH:11]=1.C1CCC(N=C=NC2CCCCC2)CC1, predict the reaction product.